Dataset: Reaction yield outcomes from USPTO patents with 853,638 reactions. Task: Predict the reaction yield, written as a fraction of the theoretical maximum amount of product (1.0 means a 100% yield; for example, 0.34 means a 34% yield). (1) The reactants are [F:1][C:2]([F:7])([F:6])[C:3]([OH:5])=[O:4].[F:8][C:9]([F:14])([F:13])[C:10]([OH:12])=[O:11].[Cl:15][C:16]1[CH:17]=[N:18][C:19]2[NH:20][C:21]3[CH:22]=[CH:23][CH:24]=[C:25]([CH:46]=3)[CH2:26][CH2:27][C:28]3[CH:36]=[C:32]([NH:33][C:34]=1[N:35]=2)[CH:31]=[CH:30][C:29]=3[NH:37][C:38]([CH:40]1[CH2:45][CH2:44][NH:43][CH2:42][CH2:41]1)=[O:39].[Cl:47][C:48]1[CH:53]=[CH:52][C:51]([N:54]=[C:55]=[O:56])=[CH:50][N:49]=1. No catalyst specified. The product is [F:1][C:2]([F:7])([F:6])[C:3]([OH:5])=[O:4].[F:8][C:9]([F:14])([F:13])[C:10]([OH:12])=[O:11].[Cl:47][C:48]1[N:49]=[CH:50][C:51]([NH:54][C:55]([N:43]2[CH2:44][CH2:45][CH:40]([C:38]([NH:37][C:29]3[CH:30]=[CH:31][C:32]4[NH:33][C:34]5[N:35]=[C:19]([NH:20][C:21]6[CH:22]=[CH:23][CH:24]=[C:25]([CH:46]=6)[CH2:26][CH2:27][C:28]=3[CH:36]=4)[N:18]=[CH:17][C:16]=5[Cl:15])=[O:39])[CH2:41][CH2:42]2)=[O:56])=[CH:52][CH:53]=1. The yield is 0.230. (2) The reactants are C([C:4]1[C:5]([Cl:36])=[C:6]([N:10]2[C:14]3=[N:15][CH:16]=[CH:17][C:18]([N:19]4[CH:23]=[C:22]([C:24]5[CH:32]=[CH:31][C:27]([C:28]([OH:30])=O)=[CH:26][CH:25]=5)[N:21]=[CH:20]4)=[C:13]3[C:12]([CH:33]([CH3:35])[CH3:34])=[N:11]2)[CH:7]=[CH:8][CH:9]=1)(=O)N.Cl.C(N=C=NCCC[N:46]([CH3:48])C)C.[OH2:49].O[C:51]1[C:59]2[N:58]=NN[C:55]=2C=CC=1.C(N)(C)C. The catalyst is CN(C=O)C.O.C(Cl)(Cl)Cl. The product is [C:48]([C:9]1[CH:8]=[CH:7][C:6]([N:10]2[C:14]3=[N:15][CH:16]=[CH:17][C:18]([N:19]4[CH:23]=[C:22]([C:24]5[CH:25]=[CH:26][C:27]([C:28]([NH:58][CH:59]([CH3:55])[CH3:51])=[O:30])=[CH:31][CH:32]=5)[N:21]=[CH:20]4)=[C:13]3[C:12]([CH:33]([CH3:34])[CH3:35])=[N:11]2)=[C:5]([Cl:36])[CH:4]=1)(=[O:49])[NH2:46]. The yield is 0.360. (3) The reactants are [NH:1]1[CH2:6][CH2:5][CH:4]([NH2:7])[CH2:3][CH2:2]1.C1(S([N:17]2[C:21]3=[N:22][CH:23]=[CH:24][CH:25]=[C:20]3[C:19]([C:26]3[CH:31]=[CH:30][N:29]=[C:28](Cl)[N:27]=3)=[CH:18]2)(=O)=O)C=CC=CC=1. No catalyst specified. The product is [NH:17]1[C:21]2=[N:22][CH:23]=[CH:24][CH:25]=[C:20]2[C:19]([C:26]2[CH:31]=[CH:30][N:29]=[C:28]([N:1]3[CH2:6][CH2:5][CH:4]([NH2:7])[CH2:3][CH2:2]3)[N:27]=2)=[CH:18]1. The yield is 0.720. (4) The reactants are [F:1][C:2]([F:7])([F:6])[C:3]([OH:5])=[O:4].[F:8][C:9]1[CH:10]=[C:11]([C:16]2[C:17]([CH:25]([NH2:27])[CH3:26])=[N:18][N:19]3[CH:24]=[CH:23][CH:22]=[CH:21][C:20]=23)[CH:12]=[C:13]([F:15])[CH:14]=1.Br[C:29]1[N:37]=[CH:36][N:35]=[C:34]2[C:30]=1[N:31]=[CH:32][NH:33]2.C(N(CC)C(C)C)(C)C. The catalyst is C(O)C. The product is [F:1][C:2]([F:7])([F:6])[C:3]([OH:5])=[O:4].[F:8][C:9]1[CH:10]=[C:11]([C:16]2[C:17]([CH:25]([NH:27][C:29]3[N:37]=[CH:36][N:35]=[C:34]4[C:30]=3[N:31]=[CH:32][NH:33]4)[CH3:26])=[N:18][N:19]3[CH:24]=[CH:23][CH:22]=[CH:21][C:20]=23)[CH:12]=[C:13]([F:15])[CH:14]=1. The yield is 0.120.